From a dataset of Catalyst prediction with 721,799 reactions and 888 catalyst types from USPTO. Predict which catalyst facilitates the given reaction. (1) Reactant: [N:1]([CH:4]([C:6]1[N:7]=[C:8]2[S:21][CH:20]=[C:19]([CH3:22])[N:9]2[C:10](=[O:18])[C:11]=1[C:12]1[CH:17]=[CH:16][CH:15]=[CH:14][CH:13]=1)[CH3:5])=[N+]=[N-].CP(C)C.CCOC(C)=O. Product: [NH2:1][CH:4]([C:6]1[N:7]=[C:8]2[S:21][CH:20]=[C:19]([CH3:22])[N:9]2[C:10](=[O:18])[C:11]=1[C:12]1[CH:17]=[CH:16][CH:15]=[CH:14][CH:13]=1)[CH3:5]. The catalyst class is: 30. (2) Reactant: Cl.[OH:2][C:3]1([C@@H:18]2[CH2:23][CH2:22][CH2:21][CH2:20][NH:19]2)[CH2:6][N:5]([C:7]([C:9]2[CH:14]=[CH:13][C:12]([F:15])=[C:11]([F:16])[C:10]=2F)=[O:8])[CH2:4]1.[F:24][C:25]1[CH:31]=[C:30]([I:32])[CH:29]=[CH:28][C:26]=1[NH2:27].[Li+].C[Si]([N-][Si](C)(C)C)(C)C.S(=O)(=O)(O)O. Product: [F:16][C:11]1[C:10]([NH:27][C:26]2[CH:28]=[CH:29][C:30]([I:32])=[CH:31][C:25]=2[F:24])=[C:9]([C:7]([N:5]2[CH2:6][C:3]([OH:2])([C@@H:18]3[CH2:23][CH2:22][CH2:21][CH2:20][NH:19]3)[CH2:4]2)=[O:8])[CH:14]=[CH:13][C:12]=1[F:15]. The catalyst class is: 20. (3) Reactant: [Cl:1][CH2:2][C:3]([C:5]1[CH:10]=[CH:9][CH:8]=[CH:7][CH:6]=1)=[O:4].[BH4-].[Na+]. Product: [Cl:1][CH2:2][CH:3]([C:5]1[CH:10]=[CH:9][CH:8]=[CH:7][CH:6]=1)[OH:4]. The catalyst class is: 5. (4) The catalyst class is: 6. Reactant: [Br:1][C:2]1[CH:7]=[CH:6][C:5]([C:8]2([CH2:18][OH:19])[CH2:17][CH2:16][C:11]3(OCC[O:12]3)[CH2:10][CH2:9]2)=[CH:4][CH:3]=1.CC(C)=O.C1(C)C=CC(S(O)(=O)=O)=CC=1. Product: [Br:1][C:2]1[CH:3]=[CH:4][C:5]([C:8]2([CH2:18][OH:19])[CH2:9][CH2:10][C:11](=[O:12])[CH2:16][CH2:17]2)=[CH:6][CH:7]=1. (5) Reactant: [Cl:1][C:2]1[CH:7]=[CH:6][CH:5]=[CH:4][C:3]=1[S:8]([NH2:11])(=[O:10])=[O:9].C(N(CC)CC)C.Cl[C:20]([O:22][CH3:23])=[O:21]. Product: [CH3:23][O:22][C:20](=[O:21])[NH:11][S:8]([C:3]1[CH:4]=[CH:5][CH:6]=[CH:7][C:2]=1[Cl:1])(=[O:10])=[O:9]. The catalyst class is: 10. (6) Reactant: C(OC([N:8]1[CH2:13][CH2:12][CH2:11][C@H:10]([C:14]2[O:18][N:17]=[C:16]([C:19]3[NH:20][CH:21]=[C:22]([F:24])[CH:23]=3)[N:15]=2)[CH2:9]1)=O)(C)(C)C.[ClH:25]. Product: [ClH:25].[F:24][C:22]1[CH:23]=[C:19]([C:16]2[N:15]=[C:14]([C@H:10]3[CH2:11][CH2:12][CH2:13][NH:8][CH2:9]3)[O:18][N:17]=2)[NH:20][CH:21]=1. The catalyst class is: 135. (7) Reactant: C(NC(C)C)(C)C.C([Li])CCC.[C:13]([O:16][CH2:17][CH3:18])(=[O:15])[CH3:14].[CH2:19]([O:26][C:27]1[CH:34]=[CH:33][C:30]([CH:31]=[O:32])=[CH:29][CH:28]=1)[C:20]1[CH:25]=[CH:24][CH:23]=[CH:22][CH:21]=1. Product: [CH2:19]([O:26][C:27]1[CH:28]=[CH:29][C:30]([CH:31]([OH:32])[CH2:14][C:13]([O:16][CH2:17][CH3:18])=[O:15])=[CH:33][CH:34]=1)[C:20]1[CH:21]=[CH:22][CH:23]=[CH:24][CH:25]=1. The catalyst class is: 1. (8) Reactant: C(N(CC)CC)C.F[C:9](F)(F)[C:10]([OH:12])=[O:11].[CH2:15]([N:22]([CH3:50])[CH2:23][CH2:24][CH:25]1[N:30]2[C:31](=[O:40])[N:32]([CH:37]([CH3:39])[CH3:38])[C:33](=[O:36])[C:34](O)=[C:29]2[C:28](=[O:41])[N:27]([CH2:42][C:43]2[CH:48]=[CH:47][C:46]([F:49])=[CH:45][CH:44]=2)[CH2:26]1)[C:16]1[CH:21]=[CH:20][CH:19]=[CH:18][CH:17]=1.C(Cl)(=O)C. Product: [C:10]([O:12][C:34]1[C:33](=[O:36])[N:32]([CH:37]([CH3:38])[CH3:39])[C:31](=[O:40])[N:30]2[CH:25]([CH2:24][CH2:23][N:22]([CH2:15][C:16]3[CH:21]=[CH:20][CH:19]=[CH:18][CH:17]=3)[CH3:50])[CH2:26][N:27]([CH2:42][C:43]3[CH:48]=[CH:47][C:46]([F:49])=[CH:45][CH:44]=3)[C:28](=[O:41])[C:29]=12)(=[O:11])[CH3:9]. The catalyst class is: 79. (9) Reactant: [CH3:1][O:2][C:3](=[O:26])[CH2:4][C:5]1[C:14]([CH3:15])=[C:13](B2OC(C)(C)C(C)(C)O2)[C:12]2[C:7](=[CH:8][CH:9]=[C:10]([F:25])[CH:11]=2)[CH:6]=1.Br[C:28]1[CH:33]=[CH:32][C:31]([S:34][C:35]2[CH:40]=[CH:39][C:38]([Cl:41])=[CH:37][C:36]=2[Cl:42])=[CH:30][CH:29]=1.C(=O)(O)[O-].[Na+].O. Product: [CH3:1][O:2][C:3](=[O:26])[CH2:4][C:5]1[C:14]([CH3:15])=[C:13]([C:28]2[CH:29]=[CH:30][C:31]([S:34][C:35]3[CH:40]=[CH:39][C:38]([Cl:41])=[CH:37][C:36]=3[Cl:42])=[CH:32][CH:33]=2)[C:12]2[C:7](=[CH:8][CH:9]=[C:10]([F:25])[CH:11]=2)[CH:6]=1. The catalyst class is: 564.